Dataset: Orexin1 receptor HTS with 218,158 compounds and 233 confirmed actives. Task: Binary Classification. Given a drug SMILES string, predict its activity (active/inactive) in a high-throughput screening assay against a specified biological target. (1) The molecule is S(CC(=O)N1CCCC1)c1oc(nn1)COc1c2ncccc2ccc1. The result is 0 (inactive). (2) The compound is O=C(N\N=C\c1cc([N+]([O-])=O)ccc1)c1cc2[nH]cnc2cc1. The result is 0 (inactive). (3) The compound is Fc1c(CN2CCC(CC2)C(OCC)=O)ccc(F)c1. The result is 0 (inactive). (4) The molecule is O=C1N(N=C(CC1)/C=C\c1ccccc1)Cc1ccccc1. The result is 0 (inactive). (5) The drug is FC(F)(F)c1cc(CN2CC(CCC2=O)C(=O)N(Cc2[nH]ncc2)C)ccc1. The result is 0 (inactive). (6) The molecule is Clc1cc(CNC(=O)c2c3c(nc(c2)C)cccc3)ccc1. The result is 1 (active). (7) The drug is S(Cc1ccccc1)CC(=O)Nc1c(F)cc(F)cc1. The result is 0 (inactive).